Dataset: TCR-epitope binding with 47,182 pairs between 192 epitopes and 23,139 TCRs. Task: Binary Classification. Given a T-cell receptor sequence (or CDR3 region) and an epitope sequence, predict whether binding occurs between them. (1) The epitope is KLMNIQQKL. The TCR CDR3 sequence is CASSWTSFDEQYF. Result: 0 (the TCR does not bind to the epitope). (2) The epitope is FLKEKGGL. The TCR CDR3 sequence is CASSYRTSGPREQFF. Result: 0 (the TCR does not bind to the epitope). (3) The epitope is SQASSRSSSR. The TCR CDR3 sequence is CASSFTDTQYF. Result: 1 (the TCR binds to the epitope). (4) The epitope is PKYVKQNTLKLAT. The TCR CDR3 sequence is CASSDSGGVHNEQFF. Result: 1 (the TCR binds to the epitope). (5) The TCR CDR3 sequence is CASSFRGTEAFF. Result: 0 (the TCR does not bind to the epitope). The epitope is LLFGYPVYV.